Predict the product of the given reaction. From a dataset of Forward reaction prediction with 1.9M reactions from USPTO patents (1976-2016). (1) Given the reactants C([O:3][C:4]([C:6]1[C:10]([C:11]2[C:20]3[C:15](=[CH:16][CH:17]=[CH:18][CH:19]=3)[CH:14]=[CH:13][CH:12]=2)=[C:9]([CH3:21])[NH:8][CH:7]=1)=[O:5])C.C(OC(=O)C=CC1C2C(=CC=CC=2)C=CC=1)C.CC(C)([O-])C.[K+].O, predict the reaction product. The product is: [OH:5][C:4]([C:6]1[C:10]([C:11]2[C:20]3[C:15](=[CH:16][CH:17]=[CH:18][CH:19]=3)[CH:14]=[CH:13][CH:12]=2)=[C:9]([CH3:21])[NH:8][CH:7]=1)=[O:3]. (2) Given the reactants [NH2:1][C:2]1[CH:3]=[C:4]([CH:7]=[C:8]([NH2:10])[CH:9]=1)[C:5]#[N:6].[C:11](OC(=O)C)(=[O:13])[CH3:12].N1C=CC=CC=1.[CH3:24][CH2:25][O:26]C(C)=O, predict the reaction product. The product is: [C:11]([NH:1][C:2]1[CH:9]=[C:8]([NH:10][C:25](=[O:26])[CH3:24])[CH:7]=[C:4]([C:5]#[N:6])[CH:3]=1)(=[O:13])[CH3:12].